Dataset: Full USPTO retrosynthesis dataset with 1.9M reactions from patents (1976-2016). Task: Predict the reactants needed to synthesize the given product. (1) Given the product [CH2:15]([C:2]1[CH:3]=[C:4]2[C:9](=[C:10]([F:12])[CH:11]=1)[N:8]=[CH:7][CH:6]=[CH:5]2)[CH2:16][CH2:17][CH3:18], predict the reactants needed to synthesize it. The reactants are: Cl[C:2]1[CH:3]=[C:4]2[C:9](=[C:10]([F:12])[CH:11]=1)[N:8]=[CH:7][CH:6]=[CH:5]2.CN1[CH2:18][CH2:17][CH2:16][C:15]1=O.C([Mg]Cl)CCC. (2) The reactants are: [CH3:1][O:2][C:3]1[CH:10]=[CH:9][CH:8]=[CH:7][C:4]=1[CH2:5][NH2:6].[CH3:11][Si:12]([CH2:15]Cl)([CH3:14])[CH3:13]. Given the product [CH3:1][O:2][C:3]1[CH:10]=[CH:9][CH:8]=[CH:7][C:4]=1[CH2:5][NH:6][CH2:11][Si:12]([CH3:15])([CH3:14])[CH3:13], predict the reactants needed to synthesize it. (3) Given the product [CH2:1]([O:8][C:9]1[CH:14]=[CH:13][C:12]([C:15]#[N:16])=[CH:11][C:10]=1[C:17]([CH3:22])([CH3:21])[C:18]([Cl:25])=[O:19])[C:2]1[CH:7]=[CH:6][CH:5]=[CH:4][CH:3]=1, predict the reactants needed to synthesize it. The reactants are: [CH2:1]([O:8][C:9]1[CH:14]=[CH:13][C:12]([C:15]#[N:16])=[CH:11][C:10]=1[C:17]([CH3:22])([CH3:21])[C:18](O)=[O:19])[C:2]1[CH:7]=[CH:6][CH:5]=[CH:4][CH:3]=1.S(Cl)([Cl:25])=O.CN(C)C=O. (4) Given the product [C:15]([C:13]1[NH:14][C:8]2=[CH:7][C:6]3[C:5]([CH3:19])([CH3:18])[C:4](=[O:20])[N:3]([CH2:1][CH3:2])[C:11]=3[CH:10]=[C:9]2[N:12]=1)(=[O:17])[CH3:16], predict the reactants needed to synthesize it. The reactants are: [CH2:1]([N:3]1[C:11]2[CH:10]=[C:9]3[N:12]=[C:13]([CH:15]([OH:17])[CH3:16])[NH:14][C:8]3=[CH:7][C:6]=2[C:5]([CH3:19])([CH3:18])[C:4]1=[O:20])[CH3:2]. (5) Given the product [F:1][C:2]1[CH:3]=[CH:4][C:5]([O:10][CH3:11])=[C:6]([CH:7]2[C:20]([C:21]([O:23][CH2:24][CH3:25])=[O:22])=[C:19]([CH2:26][CH2:27][CH3:28])[NH:12][C:13]3=[N:14][NH:15][CH:16]=[C:17]23)[CH:9]=1, predict the reactants needed to synthesize it. The reactants are: [F:1][C:2]1[CH:3]=[CH:4][C:5]([O:10][CH3:11])=[C:6]([CH:9]=1)[CH:7]=O.[NH2:12][C:13]1[CH:17]=[CH:16][NH:15][N:14]=1.O=[C:19]([CH2:26][CH2:27][CH3:28])[CH2:20][C:21]([O:23][CH2:24][CH3:25])=[O:22]. (6) The reactants are: CO[C:3](OC)([N:5]([CH3:7])[CH3:6])[CH3:4].[NH2:10][C:11]([NH2:13])=[S:12]. Given the product [NH2:10][C:11](/[N:13]=[C:3](/[N:5]([CH3:7])[CH3:6])\[CH3:4])=[S:12], predict the reactants needed to synthesize it. (7) The reactants are: [CH3:1][O:2][C:3](=[O:25])[CH2:4][C@@H:5]([NH:17]C(OC(C)(C)C)=O)[CH2:6][S:7][CH2:8][C:9]1[CH:14]=[CH:13][C:12]([O:15][CH3:16])=[CH:11][CH:10]=1.Cl.O1CCOCC1. Given the product [CH3:1][O:2][C:3](=[O:25])[CH2:4][C@@H:5]([NH2:17])[CH2:6][S:7][CH2:8][C:9]1[CH:10]=[CH:11][C:12]([O:15][CH3:16])=[CH:13][CH:14]=1, predict the reactants needed to synthesize it. (8) Given the product [CH3:1][O:2][C:3](=[O:34])[C:4]1[CH:9]=[C:8]([O:10][C:11]2[CH:16]=[CH:15][CH:14]=[CH:13][CH:12]=2)[CH:7]=[C:6]([C:17]([C:18]2[CH:23]=[CH:22][C:21]([N:24]([C:26]3[CH:31]=[CH:30][C:29]([Cl:32])=[CH:28][CH:27]=3)[CH3:25])=[CH:20][CH:19]=2)=[N:36][OH:35])[CH:5]=1, predict the reactants needed to synthesize it. The reactants are: [CH3:1][O:2][C:3](=[O:34])[C:4]1[CH:9]=[C:8]([O:10][C:11]2[CH:16]=[CH:15][CH:14]=[CH:13][CH:12]=2)[CH:7]=[C:6]([C:17](=O)[C:18]2[CH:23]=[CH:22][C:21]([N:24]([C:26]3[CH:31]=[CH:30][C:29]([Cl:32])=[CH:28][CH:27]=3)[CH3:25])=[CH:20][CH:19]=2)[CH:5]=1.[OH:35][NH2:36].Cl.N1C=CC=CC=1.